From a dataset of Forward reaction prediction with 1.9M reactions from USPTO patents (1976-2016). Predict the product of the given reaction. (1) Given the reactants [ClH:1].C(OC(=O)[NH:8][CH2:9][CH2:10][CH2:11][N:12]1[CH2:17][CH2:16][CH2:15][CH2:14][C:13]1=[O:18])(C)(C)C, predict the reaction product. The product is: [ClH:1].[NH2:8][CH2:9][CH2:10][CH2:11][N:12]1[CH2:17][CH2:16][CH2:15][CH2:14][C:13]1=[O:18]. (2) Given the reactants [Br:1][C:2]1[CH:3]=[C:4]([CH:8]([NH:13]S(C(C)(C)C)=O)[C:9]([F:12])([F:11])[F:10])[CH:5]=[N:6][CH:7]=1.Cl.O1CCOCC1, predict the reaction product. The product is: [Br:1][C:2]1[CH:3]=[C:4]([CH:8]([NH2:13])[C:9]([F:10])([F:11])[F:12])[CH:5]=[N:6][CH:7]=1. (3) Given the reactants [F:1][C:2]1[CH:3]=[C:4]([CH:7]=[CH:8][C:9]=1[C:10]1[S:11][C:12]2[C:17]([N:18]=1)=[CH:16][CH:15]=[C:14]([C:19]1([C:22]3[CH:27]=[CH:26][CH:25]=[CH:24][CH:23]=3)[CH2:21][CH2:20]1)[N:13]=2)[CH:5]=O.Cl.[NH2:29][C:30]([CH3:36])([CH3:35])[C:31]([O:33][CH3:34])=[O:32], predict the reaction product. The product is: [F:1][C:2]1[CH:3]=[C:4]([CH:7]=[CH:8][C:9]=1[C:10]1[S:11][C:12]2[C:17]([N:18]=1)=[CH:16][CH:15]=[C:14]([C:19]1([C:22]3[CH:23]=[CH:24][CH:25]=[CH:26][CH:27]=3)[CH2:20][CH2:21]1)[N:13]=2)[CH2:5][NH:29][C:30]([CH3:36])([CH3:35])[C:31]([O:33][CH3:34])=[O:32]. (4) Given the reactants [Cl:1][C:2]1[CH:10]=[C:9]2[C:5]([C:6]([C:11]([N:13]3[CH2:18][CH2:17][C:16]4([C:22]5[CH:23]=[CH:24][C:25]([F:27])=[CH:26][C:21]=5[C:20](=[O:28])[O:19]4)[CH2:15][CH2:14]3)=[O:12])=[CH:7][NH:8]2)=[CH:4][CH:3]=1.[CH3:29][N:30]1[C:34]([CH2:35]OS(C)(=O)=O)=[CH:33][N:32]=[CH:31]1.CN1C(CO)=CN=C1, predict the reaction product. The product is: [Cl:1][C:2]1[CH:10]=[C:9]2[C:5]([C:6]([C:11]([N:13]3[CH2:18][CH2:17][C:16]4([C:22]5[CH:23]=[CH:24][C:25]([F:27])=[CH:26][C:21]=5[C:20](=[O:28])[O:19]4)[CH2:15][CH2:14]3)=[O:12])=[CH:7][N:8]2[CH2:35][C:34]2[N:30]([CH3:29])[CH:31]=[N:32][CH:33]=2)=[CH:4][CH:3]=1. (5) Given the reactants [NH2:1][C:2]1[N:10]=[C:9]2[C:5]([N:6]=[CH:7][N:8]2[C@@H:11]2[O:17][C@H:16]([CH2:18][OH:19])[C@@H:14]([OH:15])[C@@:12]2([CH3:20])[OH:13])=[C:4]([O:21][CH3:22])[N:3]=1.C1C(=O)N([Br:30])C(=O)C1, predict the reaction product. The product is: [NH2:1][C:2]1[N:10]=[C:9]2[C:5]([N:6]=[C:7]([Br:30])[N:8]2[C@H:11]2[C@:12]([CH3:20])([OH:13])[C@H:14]([OH:15])[C@@H:16]([CH2:18][OH:19])[O:17]2)=[C:4]([O:21][CH3:22])[N:3]=1.